Dataset: Forward reaction prediction with 1.9M reactions from USPTO patents (1976-2016). Task: Predict the product of the given reaction. The product is: [CH3:68][O:7][C:5](=[O:6])[C:4]1[CH:3]=[C:2]([N:44]2[CH2:42][CH2:41][O:76][C:73]2=[O:74])[CH:10]=[C:9]([N:11]2[C:19]3[C:14](=[CH:15][C:16]([F:20])=[CH:17][CH:18]=3)[C@@:13]3([CH2:22][C@@:21]3([C:26]3[CH:27]=[CH:28][C:29]([Cl:32])=[CH:30][CH:31]=3)[CH:23]([CH3:25])[CH3:24])[C:12]2=[O:33])[CH:8]=1. Given the reactants Br[C:2]1[CH:3]=[C:4]([CH:8]=[C:9]([N:11]2[C:19]3[C:14](=[CH:15][C:16]([F:20])=[CH:17][CH:18]=3)[C@@:13]3([CH2:22][C@@:21]3([C:26]3[CH:31]=[CH:30][C:29]([Cl:32])=[CH:28][CH:27]=3)[CH:23]([CH3:25])[CH3:24])[C:12]2=[O:33])[CH:10]=1)[C:5]([O-:7])=[O:6].BrC1C=C([CH:41]=[C:42]([N:44]2C3C(=CC(F)=CC=3)[C@]3(C[C@]3(C3C=CC(Cl)=CC=3)C(C)C)C2=O)C=1)C([O-])=O.O1CC(=O)N=[C-:68]1.[C:73]([O-:76])([O-])=[O:74].[K+].[K+].CNCCNC, predict the reaction product.